From a dataset of Forward reaction prediction with 1.9M reactions from USPTO patents (1976-2016). Predict the product of the given reaction. (1) Given the reactants [CH:1]1[C:14]2[NH:13][C:12]3[C:7](=[CH:8][CH:9]=[CH:10][CH:11]=3)[O:6][C:5]=2[CH:4]=[CH:3][CH:2]=1.[OH-].[Na+].CS(C)=O.Br[CH2:22][CH2:23][CH2:24][CH2:25][CH2:26][CH2:27][CH2:28][CH3:29], predict the reaction product. The product is: [CH2:22]([N:13]1[C:14]2[CH:1]=[CH:2][CH:3]=[CH:4][C:5]=2[O:6][C:7]2[C:12]1=[CH:11][CH:10]=[CH:9][CH:8]=2)[CH2:23][CH2:24][CH2:25][CH2:26][CH2:27][CH2:28][CH3:29]. (2) Given the reactants C(O)(C(F)(F)F)=O.[Br:8][C:9]1[CH:42]=[CH:41][C:12]([NH:13][C:14]2[C:23]3[C:18](=[CH:19][C:20]([O:26][CH2:27][CH:28]4[CH2:33][CH2:32][N:31](C(OC(C)(C)C)=O)[CH2:30][CH2:29]4)=[C:21]([O:24][CH3:25])[CH:22]=3)[N:17]=[CH:16][N:15]=2)=[C:11]([F:43])[CH:10]=1, predict the reaction product. The product is: [Br:8][C:9]1[CH:42]=[CH:41][C:12]([NH:13][C:14]2[C:23]3[C:18](=[CH:19][C:20]([O:26][CH2:27][CH:28]4[CH2:29][CH2:30][NH:31][CH2:32][CH2:33]4)=[C:21]([O:24][CH3:25])[CH:22]=3)[N:17]=[CH:16][N:15]=2)=[C:11]([F:43])[CH:10]=1. (3) Given the reactants C(OC([NH:8][C@H:9]([C:11]([NH:13][CH:14]1[N:20]=[C:19]([C:21]2[CH:26]=[CH:25][CH:24]=[CH:23][CH:22]=2)[C:18]2[CH:27]=[CH:28][CH:29]=[CH:30][C:17]=2[N:16]([CH2:31][CH2:32][CH2:33][C:34]([F:37])([F:36])[F:35])[C:15]1=[O:38])=[O:12])[CH3:10])=O)(C)(C)C.C(O)(C(F)(F)F)=O.C(Cl)Cl, predict the reaction product. The product is: [NH2:8][C@H:9]([C:11]([NH:13][CH:14]1[N:20]=[C:19]([C:21]2[CH:26]=[CH:25][CH:24]=[CH:23][CH:22]=2)[C:18]2[CH:27]=[CH:28][CH:29]=[CH:30][C:17]=2[N:16]([CH2:31][CH2:32][CH2:33][C:34]([F:37])([F:35])[F:36])[C:15]1=[O:38])=[O:12])[CH3:10].